Task: Predict the product of the given reaction.. Dataset: Forward reaction prediction with 1.9M reactions from USPTO patents (1976-2016) Given the reactants [Cl:1][C:2]1[CH:7]=[CH:6][C:5]([S:8]([CH:11]([C:24]2[CH:29]=[C:28]([F:30])[CH:27]=[CH:26][C:25]=2[F:31])[C:12]2[N:17]=[CH:16][C:15]([CH2:18][CH2:19][C:20]([O:22]C)=[O:21])=[CH:14][CH:13]=2)(=[O:10])=[O:9])=[CH:4][CH:3]=1.[OH-].[Li+].S([O-])(O)(=O)=O.[Na+], predict the reaction product. The product is: [Cl:1][C:2]1[CH:7]=[CH:6][C:5]([S:8]([CH:11]([C:24]2[CH:29]=[C:28]([F:30])[CH:27]=[CH:26][C:25]=2[F:31])[C:12]2[N:17]=[CH:16][C:15]([CH2:18][CH2:19][C:20]([OH:22])=[O:21])=[CH:14][CH:13]=2)(=[O:10])=[O:9])=[CH:4][CH:3]=1.